This data is from Forward reaction prediction with 1.9M reactions from USPTO patents (1976-2016). The task is: Predict the product of the given reaction. (1) Given the reactants [C:1]1([CH2:7][CH2:8][N:9]2[CH2:14][CH2:13][NH:12][CH2:11][CH2:10]2)[CH:6]=[CH:5][CH:4]=[CH:3][CH:2]=1.Br[CH2:16][C:17]#[N:18], predict the reaction product. The product is: [CH2:8]([N:9]1[CH2:10][CH2:11][N:12]([CH2:16][C:17]#[N:18])[CH2:13][CH2:14]1)[CH2:7][C:1]1[CH:6]=[CH:5][CH:4]=[CH:3][CH:2]=1. (2) Given the reactants [Cl:1][C:2]1[N:7]=[CH:6][C:5]([C:8](=[O:10])[CH3:9])=[CH:4][CH:3]=1.OC1C([O:19][S:20]([C:23]2[CH:29]=[CH:28][C:26]([CH3:27])=[CH:25][CH:24]=2)(=[O:22])=[O:21])=C(I)C=CC=1, predict the reaction product. The product is: [Cl:1][C:2]1[N:7]=[CH:6][C:5]([C:8](=[O:10])[CH2:9][O:22][S:20]([C:23]2[CH:29]=[CH:28][C:26]([CH3:27])=[CH:25][CH:24]=2)(=[O:19])=[O:21])=[CH:4][CH:3]=1. (3) Given the reactants [N:1]1([CH2:7][CH2:8][CH2:9][O:10][C:11]2[CH:16]=[CH:15][C:14]([C:17]3([C:23]#[N:24])[CH2:22][CH2:21][O:20][CH2:19][CH2:18]3)=[CH:13][CH:12]=2)[CH2:6][CH2:5][CH2:4][CH2:3][CH2:2]1.[ClH:25], predict the reaction product. The product is: [ClH:25].[ClH:25].[N:1]1([CH2:7][CH2:8][CH2:9][O:10][C:11]2[CH:12]=[CH:13][C:14]([C:17]3([CH2:23][NH2:24])[CH2:18][CH2:19][O:20][CH2:21][CH2:22]3)=[CH:15][CH:16]=2)[CH2:2][CH2:3][CH2:4][CH2:5][CH2:6]1. (4) Given the reactants [NH2:1][CH:2]([CH2:8][C:9]([CH3:11])=[CH2:10])[C:3]([O:5][CH2:6][CH3:7])=[O:4].[Cl:12][C:13]1[CH:18]=[CH:17][C:16]([S:19](Cl)(=[O:21])=[O:20])=[CH:15][CH:14]=1.CCN(CC)CC.Cl, predict the reaction product. The product is: [Cl:12][C:13]1[CH:18]=[CH:17][C:16]([S:19]([NH:1][CH:2]([CH2:8][C:9]([CH3:11])=[CH2:10])[C:3]([O:5][CH2:6][CH3:7])=[O:4])(=[O:21])=[O:20])=[CH:15][CH:14]=1. (5) Given the reactants [CH:1]([N:4]1[C:8]([C:9]2[N:18]=[C:17]3[N:11]([CH2:12][CH2:13][O:14][C:15]4[CH:22]=[C:21]([O:23][C:24]([CH3:37])([CH2:31]OS(C)(=O)=O)[CH2:25]OS(C)(=O)=O)[CH:20]=[CH:19][C:16]=43)[CH:10]=2)=[N:7][C:6]([CH3:38])=[N:5]1)([CH3:3])[CH3:2], predict the reaction product. The product is: [CH2:17]([N:11]1[CH2:25][C:24]([CH3:37])([O:23][C:21]2[CH:20]=[CH:19][C:16]3[C:17]4[N:11]([CH2:12][CH2:13][O:14][C:15]=3[CH:22]=2)[CH:10]=[C:9]([C:8]2[N:4]([CH:1]([CH3:2])[CH3:3])[N:5]=[C:6]([CH3:38])[N:7]=2)[N:18]=4)[CH2:31]1)[C:16]1[CH:19]=[CH:20][CH:21]=[CH:22][CH:15]=1. (6) Given the reactants [Br:1][C:2]1[C:3]([NH2:9])=[N:4][CH:5]=[C:6]([Br:8])[N:7]=1.[CH2:10]([CH2:14][C:15](=O)[CH3:16])[C:11]([CH3:13])=O.C1(C)C=CC(S(O)(=O)=O)=CC=1, predict the reaction product. The product is: [Br:1][C:2]1[C:3]([N:9]2[C:15]([CH3:16])=[CH:14][CH:10]=[C:11]2[CH3:13])=[N:4][CH:5]=[C:6]([Br:8])[N:7]=1. (7) Given the reactants [C:1](=[O:19])(SCC)[O:2][O:3][CH:4]([O:8][C:9]([CH:11]1[CH2:15][CH2:14][CH2:13][CH2:12]1)=[O:10])[CH2:5][CH2:6][CH3:7].S(Cl)([Cl:23])(=O)=O, predict the reaction product. The product is: [Cl:23][C:1]([O:2][O:3][CH:4]([O:8][C:9]([CH:11]1[CH2:15][CH2:14][CH2:13][CH2:12]1)=[O:10])[CH2:5][CH2:6][CH3:7])=[O:19].